This data is from Peptide-MHC class II binding affinity with 134,281 pairs from IEDB. The task is: Regression. Given a peptide amino acid sequence and an MHC pseudo amino acid sequence, predict their binding affinity value. This is MHC class II binding data. (1) The peptide sequence is LGSQEGAMHTALTGA. The MHC is DRB1_0901 with pseudo-sequence DRB1_0901. The binding affinity (normalized) is 0.240. (2) The binding affinity (normalized) is 0.344. The MHC is DRB1_0401 with pseudo-sequence DRB1_0401. The peptide sequence is TSLLISWGHYPLHLR.